Dataset: Forward reaction prediction with 1.9M reactions from USPTO patents (1976-2016). Task: Predict the product of the given reaction. (1) Given the reactants Br[C:2]1[C:7]([CH3:8])=[CH:6][C:5]([Br:9])=[CH:4][N:3]=1.O.[CH3:11][N:12](C)C=O, predict the reaction product. The product is: [Br:9][C:5]1[CH:6]=[C:7]([CH3:8])[C:2]([C:11]#[N:12])=[N:3][CH:4]=1. (2) Given the reactants [Cl:1][C:2]1[CH:3]=[C:4]2[C:9](=[CH:10][C:11]=1[CH2:12][CH2:13][C:14]([CH3:17])([CH3:16])[CH3:15])[O:8][CH:7]([C:18]([F:21])([F:20])[F:19])[C:6]([C:22]([OH:24])=[O:23])=[CH:5]2.C1([C@H](N)C)C2C(=CC=CC=2)C=CC=1, predict the reaction product. The product is: [Cl:1][C:2]1[CH:3]=[C:4]2[C:9](=[CH:10][C:11]=1[CH2:12][CH2:13][C:14]([CH3:17])([CH3:15])[CH3:16])[O:8][C@H:7]([C:18]([F:21])([F:19])[F:20])[C:6]([C:22]([OH:24])=[O:23])=[CH:5]2. (3) Given the reactants [F:1][C:2]1[CH:7]=[CH:6][CH:5]=[CH:4][C:3]=1[CH2:8][S:9]([NH2:12])(=[O:11])=[O:10].[C:13]([C:15]1[C:16]([N:27]2[CH2:30][CH:29]([C:31](O)=[O:32])[CH2:28]2)=[N:17][C:18]([CH3:26])=[C:19]([C:21]([O:23][CH2:24][CH3:25])=[O:22])[CH:20]=1)#[N:14].C1CN([P+](Br)(N2CCCC2)N2CCCC2)CC1.F[P-](F)(F)(F)(F)F.CCN(C(C)C)C(C)C.OS([O-])(=O)=O.[K+], predict the reaction product. The product is: [C:13]([C:15]1[C:16]([N:27]2[CH2:30][CH:29]([C:31](=[O:32])[NH:12][S:9]([CH2:8][C:3]3[CH:4]=[CH:5][CH:6]=[CH:7][C:2]=3[F:1])(=[O:10])=[O:11])[CH2:28]2)=[N:17][C:18]([CH3:26])=[C:19]([CH:20]=1)[C:21]([O:23][CH2:24][CH3:25])=[O:22])#[N:14].